From a dataset of Forward reaction prediction with 1.9M reactions from USPTO patents (1976-2016). Predict the product of the given reaction. Given the reactants [CH3:1]I.[H-].[Na+].[Cl:5][C:6]1[CH:7]=[C:8]2[C:12](=[CH:13][CH:14]=1)[N:11]([CH2:15][C:16]1[CH:21]=[CH:20][C:19]([O:22][CH3:23])=[CH:18][C:17]=1[O:24][CH3:25])[C:10](=[O:26])[C:9]2([C:28]1[CH:33]=[C:32]([CH2:34][OH:35])[CH:31]=[CH:30][C:29]=1[Cl:36])[CH3:27], predict the reaction product. The product is: [Cl:5][C:6]1[CH:7]=[C:8]2[C:12](=[CH:13][CH:14]=1)[N:11]([CH2:15][C:16]1[CH:21]=[CH:20][C:19]([O:22][CH3:23])=[CH:18][C:17]=1[O:24][CH3:25])[C:10](=[O:26])[C:9]2([C:28]1[CH:33]=[C:32]([CH2:34][O:35][CH3:1])[CH:31]=[CH:30][C:29]=1[Cl:36])[CH3:27].